This data is from Peptide-MHC class I binding affinity with 185,985 pairs from IEDB/IMGT. The task is: Regression. Given a peptide amino acid sequence and an MHC pseudo amino acid sequence, predict their binding affinity value. This is MHC class I binding data. (1) The MHC is HLA-B15:09 with pseudo-sequence HLA-B15:09. The peptide sequence is EIYFSSIHR. The binding affinity (normalized) is 0.0847. (2) The peptide sequence is LMLAAGITFV. The MHC is H-2-Db with pseudo-sequence H-2-Db. The binding affinity (normalized) is 0.181. (3) The peptide sequence is NTQGYFPDWQ. The MHC is HLA-A03:01 with pseudo-sequence HLA-A03:01. The binding affinity (normalized) is 0. (4) The peptide sequence is SPPSYFQTHT. The MHC is Mamu-A01 with pseudo-sequence Mamu-A01. The binding affinity (normalized) is 0.654. (5) The peptide sequence is SVPEPAAGI. The MHC is HLA-A03:01 with pseudo-sequence HLA-A03:01. The binding affinity (normalized) is 0.0847. (6) The MHC is HLA-A24:02 with pseudo-sequence HLA-A24:02. The peptide sequence is LYMAISPKF. The binding affinity (normalized) is 1.00. (7) The peptide sequence is MFLITENKI. The MHC is HLA-A23:01 with pseudo-sequence HLA-A23:01. The binding affinity (normalized) is 0.530. (8) The peptide sequence is LLAQFQHTV. The MHC is HLA-A02:01 with pseudo-sequence HLA-A02:01. The binding affinity (normalized) is 0.980. (9) The peptide sequence is FMYALSRAF. The MHC is HLA-C14:02 with pseudo-sequence HLA-C14:02. The binding affinity (normalized) is 1.00.